This data is from Full USPTO retrosynthesis dataset with 1.9M reactions from patents (1976-2016). The task is: Predict the reactants needed to synthesize the given product. Given the product [CH2:25]([O:24][C:22]([CH2:21][C:9]1[C:8]([CH3:27])=[C:7]2[C:12](=[C:11]([NH:13][C:14](=[O:19])[C:15]([CH3:17])([CH3:16])[CH3:18])[C:10]=1[CH3:20])[NH:4][CH2:5][CH2:6]2)=[O:23])[CH3:26], predict the reactants needed to synthesize it. The reactants are: C([N:4]1[C:12]2[C:7](=[C:8]([CH3:27])[C:9]([CH2:21][C:22]([O:24][CH2:25][CH3:26])=[O:23])=[C:10]([CH3:20])[C:11]=2[NH:13][C:14](=[O:19])[C:15]([CH3:18])([CH3:17])[CH3:16])[CH2:6][CH2:5]1)(=O)C.[O-]CC.[Na+].S(=O)(=O)(O)O.[OH-].[Na+].